Task: Regression. Given two drug SMILES strings and cell line genomic features, predict the synergy score measuring deviation from expected non-interaction effect.. Dataset: NCI-60 drug combinations with 297,098 pairs across 59 cell lines (1) Synergy scores: CSS=14.6, Synergy_ZIP=5.73, Synergy_Bliss=9.44, Synergy_Loewe=1.01, Synergy_HSA=6.14. Drug 1: C(=O)(N)NO. Cell line: NCI/ADR-RES. Drug 2: CN(CC1=CN=C2C(=N1)C(=NC(=N2)N)N)C3=CC=C(C=C3)C(=O)NC(CCC(=O)O)C(=O)O. (2) Drug 1: CCCCCOC(=O)NC1=NC(=O)N(C=C1F)C2C(C(C(O2)C)O)O. Drug 2: CN(C(=O)NC(C=O)C(C(C(CO)O)O)O)N=O. Cell line: DU-145. Synergy scores: CSS=-8.73, Synergy_ZIP=2.89, Synergy_Bliss=0.584, Synergy_Loewe=-6.17, Synergy_HSA=-5.79.